Regression. Given two drug SMILES strings and cell line genomic features, predict the synergy score measuring deviation from expected non-interaction effect. From a dataset of NCI-60 drug combinations with 297,098 pairs across 59 cell lines. (1) Drug 1: C1CCC(C1)C(CC#N)N2C=C(C=N2)C3=C4C=CNC4=NC=N3. Drug 2: CC1C(C(CC(O1)OC2CC(CC3=C2C(=C4C(=C3O)C(=O)C5=CC=CC=C5C4=O)O)(C(=O)C)O)N)O. Cell line: HCT-15. Synergy scores: CSS=36.4, Synergy_ZIP=1.95, Synergy_Bliss=3.53, Synergy_Loewe=-26.7, Synergy_HSA=2.65. (2) Drug 1: C#CCC(CC1=CN=C2C(=N1)C(=NC(=N2)N)N)C3=CC=C(C=C3)C(=O)NC(CCC(=O)O)C(=O)O. Drug 2: CC1=C(C(=O)C2=C(C1=O)N3CC4C(C3(C2COC(=O)N)OC)N4)N. Cell line: KM12. Synergy scores: CSS=30.4, Synergy_ZIP=-3.71, Synergy_Bliss=-6.58, Synergy_Loewe=-2.64, Synergy_HSA=-3.25. (3) Drug 1: CC1=C2C(C(=O)C3(C(CC4C(C3C(C(C2(C)C)(CC1OC(=O)C(C(C5=CC=CC=C5)NC(=O)C6=CC=CC=C6)O)O)OC(=O)C7=CC=CC=C7)(CO4)OC(=O)C)O)C)OC(=O)C. Drug 2: N.N.Cl[Pt+2]Cl. Cell line: PC-3. Synergy scores: CSS=47.7, Synergy_ZIP=-10.1, Synergy_Bliss=-7.74, Synergy_Loewe=-15.2, Synergy_HSA=-2.86. (4) Drug 1: CC(C1=C(C=CC(=C1Cl)F)Cl)OC2=C(N=CC(=C2)C3=CN(N=C3)C4CCNCC4)N. Drug 2: CC12CCC(CC1=CCC3C2CCC4(C3CC=C4C5=CN=CC=C5)C)O. Cell line: A498. Synergy scores: CSS=5.21, Synergy_ZIP=0.397, Synergy_Bliss=0.775, Synergy_Loewe=-6.21, Synergy_HSA=-1.28. (5) Drug 1: C1CC(=O)NC(=O)C1N2C(=O)C3=CC=CC=C3C2=O. Drug 2: C1C(C(OC1N2C=NC(=NC2=O)N)CO)O. Cell line: A498. Synergy scores: CSS=-13.8, Synergy_ZIP=3.26, Synergy_Bliss=-2.23, Synergy_Loewe=-16.8, Synergy_HSA=-15.0. (6) Drug 1: CCC1=CC2CC(C3=C(CN(C2)C1)C4=CC=CC=C4N3)(C5=C(C=C6C(=C5)C78CCN9C7C(C=CC9)(C(C(C8N6C)(C(=O)OC)O)OC(=O)C)CC)OC)C(=O)OC.C(C(C(=O)O)O)(C(=O)O)O. Drug 2: COC1=C2C(=CC3=C1OC=C3)C=CC(=O)O2. Cell line: CCRF-CEM. Synergy scores: CSS=26.1, Synergy_ZIP=6.23, Synergy_Bliss=1.86, Synergy_Loewe=-40.4, Synergy_HSA=0.397.